Dataset: Catalyst prediction with 721,799 reactions and 888 catalyst types from USPTO. Task: Predict which catalyst facilitates the given reaction. Reactant: [NH:1]1[C:5]2[CH:6]=[CH:7][CH:8]=[CH:9][C:4]=2[N:3]=[C:2]1[C:10]([OH:12])=O.[NH2:13][C:14]1[CH:19]=[CH:18][C:17]([N:20]2[CH2:25][CH2:24][O:23][CH2:22][C:21]2=[O:26])=[CH:16][CH:15]=1.C1N(P(Cl)(N2C(=O)OCC2)=O)C(=O)OC1.CCN(CC)CC. Product: [O:26]=[C:21]1[CH2:22][O:23][CH2:24][CH2:25][N:20]1[C:17]1[CH:16]=[CH:15][C:14]([NH:13][C:10]([C:2]2[NH:1][C:5]3[CH:6]=[CH:7][CH:8]=[CH:9][C:4]=3[N:3]=2)=[O:12])=[CH:19][CH:18]=1. The catalyst class is: 34.